From a dataset of Forward reaction prediction with 1.9M reactions from USPTO patents (1976-2016). Predict the product of the given reaction. (1) Given the reactants [OH:1][N:2]=[C:3]([NH2:7])[CH:4]([CH3:6])[CH3:5].[H-].[Na+].[Cl:10][C:11]1[CH:16]=[CH:15][CH:14]=[C:13]([F:17])[C:12]=1[NH:18][C:19]1[NH:23][C:22]2[C:24]3[CH2:25][C:26]([CH3:36])([CH3:35])[O:27][C:28]=3[C:29]([C:31](OC)=O)=[CH:30][C:21]=2[N:20]=1, predict the reaction product. The product is: [Cl:10][C:11]1[CH:16]=[CH:15][CH:14]=[C:13]([F:17])[C:12]=1[NH:18][C:19]1[NH:23][C:22]2[C:24]3[CH2:25][C:26]([CH3:36])([CH3:35])[O:27][C:28]=3[C:29]([C:31]3[O:1][N:2]=[C:3]([CH:4]([CH3:6])[CH3:5])[N:7]=3)=[CH:30][C:21]=2[N:20]=1. (2) Given the reactants [F:1][C:2]1[CH:7]=[CH:6][C:5](B(O)O)=[CH:4][C:3]=1[CH:11]=[O:12].FC(F)(F)S(O[C:19]1[C:28]2[C:23](=[CH:24][C:25]([O:29][CH3:30])=[CH:26][CH:27]=2)[O:22][C:21](=[O:31])[CH:20]=1)(=O)=O.[O-]P([O-])([O-])=O.[K+].[K+].[K+], predict the reaction product. The product is: [F:1][C:2]1[CH:7]=[CH:6][C:5]([C:19]2[C:28]3[C:23](=[CH:24][C:25]([O:29][CH3:30])=[CH:26][CH:27]=3)[O:22][C:21](=[O:31])[CH:20]=2)=[CH:4][C:3]=1[CH:11]=[O:12]. (3) The product is: [CH3:11][N:8]1[C:9]2[CH:10]=[C:2]([N:36]3[CH:37]=[CH:38][C:33]([O:32][CH2:31][C:28]4[CH:29]=[N:30][C:25]([CH3:24])=[CH:26][CH:27]=4)=[CH:34][C:35]3=[O:39])[CH:3]=[CH:4][C:5]=2[C:6]2[CH2:16][N:15]([C:17]([O:19][C:20]([CH3:23])([CH3:22])[CH3:21])=[O:18])[CH2:14][CH2:13][CH2:12][C:7]1=2. Given the reactants Br[C:2]1[CH:3]=[CH:4][C:5]2[C:6]3[CH2:16][N:15]([C:17]([O:19][C:20]([CH3:23])([CH3:22])[CH3:21])=[O:18])[CH2:14][CH2:13][CH2:12][C:7]=3[N:8]([CH3:11])[C:9]=2[CH:10]=1.[CH3:24][C:25]1[N:30]=[CH:29][C:28]([CH2:31][O:32][C:33]2[CH:38]=[CH:37][NH:36][C:35](=[O:39])[CH:34]=2)=[CH:27][CH:26]=1.C([O-])([O-])=O.[Cs+].[Cs+].OC1C=CC=C2C=1N=CC=C2, predict the reaction product.